From a dataset of Peptide-MHC class I binding affinity with 185,985 pairs from IEDB/IMGT. Regression. Given a peptide amino acid sequence and an MHC pseudo amino acid sequence, predict their binding affinity value. This is MHC class I binding data. (1) The peptide sequence is NISLPLYTV. The MHC is HLA-A69:01 with pseudo-sequence HLA-A69:01. The binding affinity (normalized) is 0.799. (2) The peptide sequence is ETFRLLRSF. The MHC is HLA-A26:03 with pseudo-sequence HLA-A26:03. The binding affinity (normalized) is 0.473.